Task: Predict the reactants needed to synthesize the given product.. Dataset: Full USPTO retrosynthesis dataset with 1.9M reactions from patents (1976-2016) (1) Given the product [OH:29][CH2:15][CH2:14][CH2:18][C:22]1[CH:21]=[C:20]2[C:25]3[C:24](=[C:14]4[C:15](=[O:29])[N:16]=[CH:17][C:18]4=[C:19]2[C:27]2[C:23]=1[CH:24]=[CH:25][N:26]=2)[C:23]1[CH2:36][C:37](=[O:32])[CH:20]=[CH:19][C:27]=1[N:26]=3, predict the reactants needed to synthesize it. The reactants are: OCCCN1C2C(=CC=CC=2)C=C1[C:14]1[C:15](=[O:29])[NH:16][C:17](=O)[C:18]=1[C:19]1[CH:20]=[CH:21][CH:22]=[C:23]2[C:27]=1[NH:26][CH:25]=[CH:24]2.II.[O:32]1[CH2:37][CH2:36]OCC1. (2) Given the product [CH2:13]([N:16]1[C:2](=[O:10])[CH2:3][C:4](=[O:6])[NH:19][C:17]1=[O:18])[CH:14]=[CH2:15], predict the reactants needed to synthesize it. The reactants are: [Na].[C:2]([O:10]CC)(=O)[CH2:3][C:4]([O:6]CC)=O.[CH2:13]([NH:16][C:17]([NH2:19])=[O:18])[CH:14]=[CH2:15]. (3) Given the product [CH3:31][O:30][N:32]=[CH:25][C:22]1[CH:23]=[N:24][C:19]([O:18][C:17]2[CH:16]=[CH:15][C:14]([CH2:13][CH2:12][NH:11][C:9]3[C:10]4[C:2]([Cl:1])=[CH:3][S:4][C:5]=4[N:6]=[CH:7][N:8]=3)=[CH:28][CH:27]=2)=[CH:20][CH:21]=1, predict the reactants needed to synthesize it. The reactants are: [Cl:1][C:2]1[C:10]2[C:9]([NH:11][CH2:12][CH2:13][C:14]3[CH:28]=[CH:27][C:17]([O:18][C:19]4[N:24]=[CH:23][C:22]([CH:25]=O)=[CH:21][CH:20]=4)=[CH:16][CH:15]=3)=[N:8][CH:7]=[N:6][C:5]=2[S:4][CH:3]=1.Cl.[O:30]([NH2:32])[CH3:31]. (4) Given the product [F:1][C:2]1[CH:3]=[C:4]2[C:9](=[C:10]([O:12][CH2:13][CH2:14][CH2:15][O:16][CH3:17])[CH:11]=1)[N:8]=[C:7]([CH:18]=[O:20])[CH:6]=[CH:5]2, predict the reactants needed to synthesize it. The reactants are: [F:1][C:2]1[CH:3]=[C:4]2[C:9](=[C:10]([O:12][CH2:13][CH2:14][CH2:15][O:16][CH3:17])[CH:11]=1)[N:8]=[C:7]([CH3:18])[CH:6]=[CH:5]2.[Se](=O)=[O:20]. (5) The reactants are: Br[C:2]1[N:6]2[CH:7]=[CH:8][C:9]([C:11]([OH:14])([CH3:13])[CH3:12])=[N:10][C:5]2=[N:4][CH:3]=1.CC1(C)C(C)(C)OB([C:23]2[C:24]([F:39])=[C:25]([C:30]3[C:31]([C:37]#[N:38])=[CH:32][C:33]([F:36])=[CH:34][CH:35]=3)[C:26]([F:29])=[CH:27][CH:28]=2)O1. Given the product [OH:14][C:11]([C:9]1[CH:8]=[CH:7][N:6]2[C:2]([C:27]3[C:26]([F:29])=[C:25]([C:30]4[C:31]([C:37]#[N:38])=[CH:32][C:33]([F:36])=[CH:34][CH:35]=4)[C:24]([F:39])=[CH:23][CH:28]=3)=[CH:3][N:4]=[C:5]2[N:10]=1)([CH3:13])[CH3:12], predict the reactants needed to synthesize it. (6) Given the product [Si:10]([O-:17])([O-:14])([O-:11])[O-:9].[OH-:1].[CH3:2][N+:3]([CH3:6])([CH3:5])[CH3:4].[CH3:2][N+:3]([CH3:6])([CH3:5])[CH3:4].[CH3:2][N+:3]([CH3:6])([CH3:5])[CH3:4].[CH3:2][N+:3]([CH3:6])([CH3:5])[CH3:4].[CH3:2][N+:3]([CH3:6])([CH3:5])[CH3:4], predict the reactants needed to synthesize it. The reactants are: [OH-:1].[CH3:2][N+:3]([CH3:6])([CH3:5])[CH3:4].C([O:9][Si:10]([O:17]CC)([O:14]CC)[O:11]CC)C. (7) Given the product [Cl:21][C:22]([Cl:33])([Cl:32])[C:23]([S:11][CH2:10][CH:7]1[NH:1][C:2](=[O:3])[NH:4][C:5]1=[O:6])=[O:24], predict the reactants needed to synthesize it. The reactants are: [NH:1]1[CH2:7][C:5](=[O:6])[NH:4][C:2]1=[O:3].N[C@H](C(O)=O)[CH2:10][SH:11].N1C=CC=CC=1.[Cl:21][C:22]([Cl:33])([Cl:32])[C:23](O[C:23](=[O:24])[C:22]([Cl:33])([Cl:32])[Cl:21])=[O:24].